Dataset: Full USPTO retrosynthesis dataset with 1.9M reactions from patents (1976-2016). Task: Predict the reactants needed to synthesize the given product. (1) Given the product [F:1][C:2]([F:7])([F:6])[C:3]([O-:5])=[O:4].[N+:25]([C:19]1[CH:20]=[N:21][C:22]2[CH2:23][CH2:24][NH2+:15][CH2:16][C:17]=2[CH:18]=1)([O-:27])=[O:26], predict the reactants needed to synthesize it. The reactants are: [F:1][C:2]([F:7])([F:6])[C:3]([OH:5])=[O:4].C(OC([N:15]1[CH2:24][CH2:23][C:22]2[N:21]=[CH:20][C:19]([N+:25]([O-:27])=[O:26])=[CH:18][C:17]=2[CH2:16]1)=O)(C)(C)C. (2) The reactants are: Br[C:2]1[C:3]([NH:22][C:23]2[CH:28]=[CH:27][CH:26]=[CH:25][C:24]=2[P:29]([CH3:32])([CH3:31])=[O:30])=[N:4][C:5]([NH:8][C:9]2[CH:10]=[C:11]([NH:17][C:18](=[O:21])[CH:19]=[CH2:20])[CH:12]=[CH:13][C:14]=2[O:15][CH3:16])=[N:6][CH:7]=1. Given the product [CH3:31][P:29]([C:24]1[CH:25]=[CH:26][CH:27]=[CH:28][C:23]=1[NH:22][C:3]1[CH:2]=[CH:7][N:6]=[C:5]([NH:8][C:9]2[CH:10]=[C:11]([NH:17][C:18](=[O:21])[CH:19]=[CH2:20])[CH:12]=[CH:13][C:14]=2[O:15][CH3:16])[N:4]=1)([CH3:32])=[O:30], predict the reactants needed to synthesize it. (3) Given the product [C:1]([N:5]1[C:9]([CH2:10][CH2:11][CH3:12])=[CH:8][C:7]([CH2:13][CH2:14][CH2:15][N:28]2[CH2:27][CH2:26][N:25]([CH:24]([C:31]3[CH:36]=[CH:35][C:34]([F:37])=[CH:33][CH:32]=3)[C:21]3[CH:20]=[CH:19][C:18]([F:17])=[CH:23][CH:22]=3)[CH2:30][CH2:29]2)=[N:6]1)([CH3:4])([CH3:3])[CH3:2], predict the reactants needed to synthesize it. The reactants are: [C:1]([N:5]1[C:9]([CH2:10][CH2:11][CH3:12])=[CH:8][C:7]([CH2:13][CH2:14][CH:15]=O)=[N:6]1)([CH3:4])([CH3:3])[CH3:2].[F:17][C:18]1[CH:23]=[CH:22][C:21]([CH:24]([C:31]2[CH:36]=[CH:35][C:34]([F:37])=[CH:33][CH:32]=2)[N:25]2[CH2:30][CH2:29][NH:28][CH2:27][CH2:26]2)=[CH:20][CH:19]=1.CCN(C(C)C)C(C)C.[BH-](OC(C)=O)(OC(C)=O)OC(C)=O.[Na+]. (4) Given the product [CH2:22]([O:29][C:30]1[CH:35]=[CH:34][N:33]([C:2]2[CH:7]=[CH:6][N:5]3[C:8]4[CH2:14][N:13]([C:15]([O:17][C:18]([CH3:21])([CH3:20])[CH3:19])=[O:16])[CH2:12][CH2:11][C:9]=4[N:10]=[C:4]3[CH:3]=2)[C:32](=[O:36])[CH:31]=1)[C:23]1[CH:24]=[CH:25][CH:26]=[CH:27][CH:28]=1, predict the reactants needed to synthesize it. The reactants are: Br[C:2]1[CH:7]=[CH:6][N:5]2[C:8]3[CH2:14][N:13]([C:15]([O:17][C:18]([CH3:21])([CH3:20])[CH3:19])=[O:16])[CH2:12][CH2:11][C:9]=3[N:10]=[C:4]2[CH:3]=1.[CH2:22]([O:29][C:30]1[CH:35]=[CH:34][NH:33][C:32](=[O:36])[CH:31]=1)[C:23]1[CH:28]=[CH:27][CH:26]=[CH:25][CH:24]=1. (5) Given the product [Si:3]([O:10][CH2:11][C:12]1[N:13]=[C:14]([CH:17]=[O:25])[O:15][CH:16]=1)([C:6]([CH3:7])([CH3:8])[CH3:9])([CH3:4])[CH3:5], predict the reactants needed to synthesize it. The reactants are: N#N.[Si:3]([O:10][CH2:11][C:12]1[N:13]=[C:14](/[CH:17]=C/C2C=CC=CC=2)[O:15][CH:16]=1)([C:6]([CH3:9])([CH3:8])[CH3:7])([CH3:5])[CH3:4].[OH2:25].